Task: Predict the reactants needed to synthesize the given product.. Dataset: Retrosynthesis with 50K atom-mapped reactions and 10 reaction types from USPTO (1) Given the product C[C@@H]1CNCC[C@H]1c1cc(F)c(F)c2ccoc12, predict the reactants needed to synthesize it. The reactants are: C[C@@H]1CN(C(=O)OC(C)(C)C)CC[C@H]1c1cc(F)c(F)c2ccoc12. (2) Given the product CCOc1ccc(OCC(F)(F)F)cc1C(=O)NCc1ccccn1, predict the reactants needed to synthesize it. The reactants are: CCOc1ccc(OCC(F)(F)F)cc1C(=O)O.NCc1ccccn1.